Task: Predict the reactants needed to synthesize the given product.. Dataset: Full USPTO retrosynthesis dataset with 1.9M reactions from patents (1976-2016) (1) The reactants are: [CH3:1][C:2]1[N:6]([CH2:7][CH2:8][CH2:9][C:10]2[CH:15]=[CH:14][C:13]([CH2:16][CH2:17][CH2:18][CH2:19][CH3:20])=[CH:12][CH:11]=2)[C:5]([C:21]2[CH:26]=[CH:25][C:24]([OH:27])=[CH:23][CH:22]=2)=[CH:4][CH:3]=1.O[C@@H:29]([CH2:35][C:36]1[CH:41]=[CH:40][CH:39]=[CH:38][CH:37]=1)[C:30]([O:32][CH2:33][CH3:34])=[O:31].N(C(N1CCCCC1)=O)=NC(N1CCCCC1)=O.C1(P(C2C=CC=CC=2)C2C=CC=CC=2)C=CC=CC=1. Given the product [CH3:1][C:2]1[N:6]([CH2:7][CH2:8][CH2:9][C:10]2[CH:15]=[CH:14][C:13]([CH2:16][CH2:17][CH2:18][CH2:19][CH3:20])=[CH:12][CH:11]=2)[C:5]([C:21]2[CH:22]=[CH:23][C:24]([O:27][C@H:29]([CH2:35][C:36]3[CH:37]=[CH:38][CH:39]=[CH:40][CH:41]=3)[C:30]([O:32][CH2:33][CH3:34])=[O:31])=[CH:25][CH:26]=2)=[CH:4][CH:3]=1, predict the reactants needed to synthesize it. (2) Given the product [Cl:7][C:8]1[C:9]2[C:21]3[O:22][C@@H:27]([CH2:28][OH:29])[CH2:26][O:25][C:20]=3[CH:19]=[CH:18][C:10]=2[S:11][C:12]=1[C:13]([O:15][CH2:16][CH3:17])=[O:14], predict the reactants needed to synthesize it. The reactants are: C(=O)([O-])[O-].[K+].[K+].[Cl:7][C:8]1[C:9]2[C:21]([O:22]C=O)=[C:20]([O:25][CH2:26][C@@H:27]3[O:29][CH2:28]3)[CH:19]=[CH:18][C:10]=2[S:11][C:12]=1[C:13]([O:15][CH2:16][CH3:17])=[O:14].O. (3) Given the product [N:34]1[CH:35]=[C:30]([C:12]2[C:13]3[C:18](=[CH:17][CH:16]=[CH:15][CH:14]=3)[C:9]([C:36]3[CH:55]=[CH:60][C:59]([C:58]4[CH:33]=[N:34][CH:35]=[CH:56][CH:57]=4)=[N:38][CH:37]=3)=[CH:10][CH:11]=2)[CH:31]=[CH:32][C:33]=1[C:36]1[CH:37]=[N:38][CH:39]=[CH:40][CH:41]=1, predict the reactants needed to synthesize it. The reactants are: CC1(C)C(C)(C)OB([C:9]2[C:18]3[C:13](=[CH:14][CH:15]=[CH:16][CH:17]=3)[C:12](B3OC(C)(C)C(C)(C)O3)=[CH:11][CH:10]=2)O1.Br[C:30]1[CH:31]=[CH:32][C:33]([C:36]2[CH:37]=[N:38][CH:39]=[CH:40][CH:41]=2)=[N:34][CH:35]=1.[CH:55]1(P([CH:55]2[CH2:60][CH2:59][CH2:58][CH2:57][CH2:56]2)[CH:55]2[CH2:60][CH2:59][CH2:58][CH2:57][CH2:56]2)[CH2:60][CH2:59][CH2:58][CH2:57][CH2:56]1.P([O-])([O-])([O-])=O.[K+].[K+].[K+].